Dataset: Reaction yield outcomes from USPTO patents with 853,638 reactions. Task: Predict the reaction yield, written as a fraction of the theoretical maximum amount of product (1.0 means a 100% yield; for example, 0.34 means a 34% yield). (1) The reactants are [Br:1][C:2]1[CH:3]=[C:4]2[C:8](=[C:9]([C:11]([NH2:13])=[O:12])[CH:10]=1)[NH:7][N:6]=[C:5]2[CH:14]1[CH2:19][CH2:18][NH:17][CH2:16][CH2:15]1.C(N(CC)CC)C.[CH2:27]([S:29](Cl)(=[O:31])=[O:30])[CH3:28]. The catalyst is ClCCl. The product is [Br:1][C:2]1[CH:3]=[C:4]2[C:8](=[C:9]([C:11]([NH2:13])=[O:12])[CH:10]=1)[NH:7][N:6]=[C:5]2[CH:14]1[CH2:15][CH2:16][N:17]([S:29]([CH2:27][CH3:28])(=[O:31])=[O:30])[CH2:18][CH2:19]1. The yield is 0.320. (2) The reactants are O[CH2:2][C@@H:3]([N:10]1[C:18](=[O:19])[C:17]2[C:12](=[CH:13][CH:14]=[CH:15][CH:16]=2)[C:11]1=[O:20])[C:4]1[CH:9]=[CH:8][CH:7]=[CH:6][CH:5]=1.F.F.F.C(N(CC)CC)C.[F:31]C(F)(S(F)(=O)=O)C(F)(F)C(F)(F)C(F)(F)F.CCN(C(C)C)C(C)C. The catalyst is C1(C(F)(F)F)C=CC=CC=1. The product is [F:31][CH2:2][C@@H:3]([N:10]1[C:18](=[O:19])[C:17]2[C:12](=[CH:13][CH:14]=[CH:15][CH:16]=2)[C:11]1=[O:20])[C:4]1[CH:9]=[CH:8][CH:7]=[CH:6][CH:5]=1. The yield is 0.300. (3) The reactants are [F:1][C:2]1[CH:7]=[CH:6][C:5]([CH2:8][CH2:9][CH2:10][C:11]2[S:12][C:13]3[N:14]=[C:15]([NH2:26])[N:16]=[C:17]([N:20]4[CH2:25][CH2:24][NH:23][CH2:22][CH2:21]4)[C:18]=3[N:19]=2)=[CH:4][CH:3]=1.[Cl:27][C:28]1[CH:38]=[CH:37][C:31]([O:32][CH2:33][C:34](O)=[O:35])=[CH:30][CH:29]=1. No catalyst specified. The product is [NH2:26][C:15]1[N:16]=[C:17]([N:20]2[CH2:21][CH2:22][N:23]([C:34](=[O:35])[CH2:33][O:32][C:31]3[CH:37]=[CH:38][C:28]([Cl:27])=[CH:29][CH:30]=3)[CH2:24][CH2:25]2)[C:18]2[N:19]=[C:11]([CH2:10][CH2:9][CH2:8][C:5]3[CH:6]=[CH:7][C:2]([F:1])=[CH:3][CH:4]=3)[S:12][C:13]=2[N:14]=1. The yield is 0.330. (4) The reactants are O1CCCC1.[O:6]([CH2:13][C:14]1[N:19]=[CH:18][C:17]([CH2:20][C:21](Cl)=[N:22][OH:23])=[CH:16][CH:15]=1)[C:7]1[CH:12]=[CH:11][CH:10]=[CH:9][CH:8]=1.[C:25]([C:27]1[C:28]([NH2:34])=[N:29][C:30]([NH2:33])=[CH:31][CH:32]=1)#[CH:26].C(N(CC)CC)C. The catalyst is O. The product is [O:6]([CH2:13][C:14]1[N:19]=[CH:18][C:17]([CH2:20][C:21]2[CH:26]=[C:25]([C:27]3[C:28]([NH2:34])=[N:29][C:30]([NH2:33])=[CH:31][CH:32]=3)[O:23][N:22]=2)=[CH:16][CH:15]=1)[C:7]1[CH:12]=[CH:11][CH:10]=[CH:9][CH:8]=1. The yield is 0.299.